Dataset: Full USPTO retrosynthesis dataset with 1.9M reactions from patents (1976-2016). Task: Predict the reactants needed to synthesize the given product. (1) Given the product [Cl:24][C:21]1[CH:22]=[CH:23][C:18]([NH:17][S:13]([C:10]2[CH:11]=[CH:12][C:7]([C:4]3[O:3][C:2]([CH3:1])=[N:6][CH:5]=3)=[CH:8][CH:9]=2)(=[O:15])=[O:14])=[C:19]([C:25]([C:27]2[CH:28]=[N:29][C:30]([CH3:33])=[CH:31][CH:32]=2)=[O:26])[CH:20]=1, predict the reactants needed to synthesize it. The reactants are: [CH3:1][C:2]1[O:3][C:4]([C:7]2[CH:12]=[CH:11][C:10]([S:13](Cl)(=[O:15])=[O:14])=[CH:9][CH:8]=2)=[CH:5][N:6]=1.[NH2:17][C:18]1[CH:23]=[CH:22][C:21]([Cl:24])=[CH:20][C:19]=1[C:25]([C:27]1[CH:28]=[N:29][C:30]([CH3:33])=[CH:31][CH:32]=1)=[O:26]. (2) Given the product [CH3:18][O:17][C:14]1[N:13]=[CH:12][C:11]([NH:10][C:8]([C:3]2[C:4]([CH3:7])=[N:5][S:6][C:2]=2[NH:1][C:20]2[CH:25]=[N:24][CH:23]=[C:22]([C:26]([F:29])([F:28])[F:27])[N:21]=2)=[O:9])=[CH:16][CH:15]=1, predict the reactants needed to synthesize it. The reactants are: [NH2:1][C:2]1[S:6][N:5]=[C:4]([CH3:7])[C:3]=1[C:8]([NH:10][C:11]1[CH:12]=[N:13][C:14]([O:17][CH3:18])=[CH:15][CH:16]=1)=[O:9].I[C:20]1[CH:25]=[N:24][CH:23]=[C:22]([C:26]([F:29])([F:28])[F:27])[N:21]=1.C(=O)([O-])[O-].[Cs+].[Cs+].CC1(C)C2C(=C(P(C3C=CC=CC=3)C3C=CC=CC=3)C=CC=2)OC2C(P(C3C=CC=CC=3)C3C=CC=CC=3)=CC=CC1=2. (3) Given the product [NH2:32][CH2:31][CH2:30][CH2:29][O:28][CH:27]1[C:20]2=[N:19][C:18]([CH3:39])=[C:17]([CH2:16][CH2:15][N:12]3[CH2:11][CH2:10][CH:9]([C:6]4[C:5]5[CH:40]=[CH:41][C:2]([F:1])=[CH:3][C:4]=5[O:8][N:7]=4)[CH2:14][CH2:13]3)[C:22](=[O:23])[N:21]2[CH2:24][CH2:25][CH2:26]1, predict the reactants needed to synthesize it. The reactants are: [F:1][C:2]1[CH:41]=[CH:40][C:5]2[C:6]([CH:9]3[CH2:14][CH2:13][N:12]([CH2:15][CH2:16][C:17]4[C:22](=[O:23])[N:21]5[CH2:24][CH2:25][CH2:26][CH:27]([O:28][CH2:29][CH2:30][CH2:31][NH:32]C(=O)C(C)(C)C)[C:20]5=[N:19][C:18]=4[CH3:39])[CH2:11][CH2:10]3)=[N:7][O:8][C:4]=2[CH:3]=1.FC(F)(F)C(O)=O.